Dataset: Reaction yield outcomes from USPTO patents with 853,638 reactions. Task: Predict the reaction yield, written as a fraction of the theoretical maximum amount of product (1.0 means a 100% yield; for example, 0.34 means a 34% yield). (1) The reactants are [CH3:1][O:2][C:3]1[CH:10]=[C:9]([O:11][CH3:12])[CH:8]=[CH:7][C:4]=1[CH:5]=O.[NH2:13][C:14]1[S:15][CH:16]=[CH:17][N:18]=1.[BH4-].[Na+].CO. The catalyst is ClC(Cl)C.N1CCCCC1. The product is [CH3:1][O:2][C:3]1[CH:10]=[C:9]([O:11][CH3:12])[CH:8]=[CH:7][C:4]=1[CH2:5][NH:13][C:14]1[S:15][CH:16]=[CH:17][N:18]=1. The yield is 0.640. (2) The reactants are CC(O)(C)C.Br[CH2:7][C:8]1[CH:13]=[CH:12][CH:11]=[CH:10][N:9]=1.[C:14]([C:16]1[CH:21]=[CH:20][C:19]([CH3:22])=[CH:18][CH:17]=1)#[CH:15].[N-:23]=[N+:24]=[N-:25].[Na+]. The catalyst is O.[O-]S([O-])(=O)=O.[Cu+2]. The product is [C:19]1([CH3:22])[CH:20]=[CH:21][C:16]([C:14]2[N:23]=[N:24][N:25]([CH2:7][C:8]3[CH:13]=[CH:12][CH:11]=[CH:10][N:9]=3)[CH:15]=2)=[CH:17][CH:18]=1. The yield is 0.350. (3) The reactants are O.[OH-].[Li+:3].[C:4]([N:7]1[C:15]2[C:10](=[CH:11][C:12]([CH2:16][CH2:17][N:18]3[CH2:23][CH2:22][N:21]([C:24]4[C:32]5[O:31][C:30]([C:33]([O:35]CC)=[O:34])=[CH:29][C:28]=5[CH:27]=[CH:26][CH:25]=4)[CH2:20][CH2:19]3)=[CH:13][CH:14]=2)[CH2:9][CH2:8]1)(=[O:6])[CH3:5]. The catalyst is O1CCCC1.O. The product is [C:4]([N:7]1[C:15]2[C:10](=[CH:11][C:12]([CH2:16][CH2:17][N:18]3[CH2:19][CH2:20][N:21]([C:24]4[C:32]5[O:31][C:30]([C:33]([O-:35])=[O:34])=[CH:29][C:28]=5[CH:27]=[CH:26][CH:25]=4)[CH2:22][CH2:23]3)=[CH:13][CH:14]=2)[CH2:9][CH2:8]1)(=[O:6])[CH3:5].[Li+:3]. The yield is 1.00. (4) The reactants are [C:1]([C:5]1[S:9][C:8]([C:10]([NH:12][C@@H:13]([CH2:36][C:37]2[CH:42]=[CH:41][C:40]([C:43]3[N:48]=[CH:47][C:46]([C:49]4[CH:54]=[CH:53][C:52]([O:55][CH2:56][CH2:57][CH2:58][CH2:59][CH2:60][CH2:61][CH3:62])=[CH:51][CH:50]=4)=[CH:45][N:44]=3)=[CH:39][CH:38]=2)[C:14]([NH:16][C@H:17]([C:29]([O:31][C:32]([CH3:35])([CH3:34])[CH3:33])=[O:30])[CH2:18][C:19]([O:21]CC2C=CC=CC=2)=[O:20])=[O:15])=[O:11])=[CH:7][CH:6]=1)([CH3:4])([CH3:3])[CH3:2]. The catalyst is C1COCC1.[Pd]. The product is [C:32]([O:31][C:29](=[O:30])[C@@H:17]([NH:16][C:14](=[O:15])[C@@H:13]([NH:12][C:10]([C:8]1[S:9][C:5]([C:1]([CH3:4])([CH3:3])[CH3:2])=[CH:6][CH:7]=1)=[O:11])[CH2:36][C:37]1[CH:38]=[CH:39][C:40]([C:43]2[N:48]=[CH:47][C:46]([C:49]3[CH:54]=[CH:53][C:52]([O:55][CH2:56][CH2:57][CH2:58][CH2:59][CH2:60][CH2:61][CH3:62])=[CH:51][CH:50]=3)=[CH:45][N:44]=2)=[CH:41][CH:42]=1)[CH2:18][C:19]([OH:21])=[O:20])([CH3:33])([CH3:34])[CH3:35]. The yield is 0.660. (5) The reactants are [CH3:1][C:2]1([CH2:8][C:9]([OH:11])=O)[CH2:7][CH2:6][O:5][CH2:4][CH2:3]1.CCN(C(C)C)C(C)C.C1C=CC2N(O)N=NC=2C=1.CCN=C=NCCCN(C)C.Cl.Cl.[CH:44]1([CH2:52][NH:53][C:54]([N:56]2[CH2:64][C:63]3[CH:62]=[CH:61][N:60]=[CH:59][C:58]=3[CH2:57]2)=[O:55])[C:46]2([CH2:51][CH2:50][NH:49][CH2:48][CH2:47]2)[CH2:45]1. The catalyst is CN(C=O)C.C(Cl)Cl. The product is [CH3:1][C:2]1([CH2:8][C:9]([N:49]2[CH2:50][CH2:51][C:46]3([CH:44]([CH2:52][NH:53][C:54]([N:56]4[CH2:64][C:63]5[CH:62]=[CH:61][N:60]=[CH:59][C:58]=5[CH2:57]4)=[O:55])[CH2:45]3)[CH2:47][CH2:48]2)=[O:11])[CH2:3][CH2:4][O:5][CH2:6][CH2:7]1. The yield is 0.510. (6) The reactants are [C:1]([N:4]1[C:13]2[C:8](=[CH:9][C:10]([C:14]3[CH:22]=[CH:21][C:17]([C:18]([OH:20])=O)=[CH:16][N:15]=3)=[CH:11][CH:12]=2)[C@H:7]([NH:23][C:24]([O:26][C:27]([CH3:30])([CH3:29])[CH3:28])=[O:25])[CH2:6][C@@H:5]1[CH3:31])(=[O:3])[CH3:2].[NH:32]1[CH2:37][CH2:36][O:35][CH2:34][CH2:33]1.CN(C(ON1N=NC2C=CC=NC1=2)=[N+](C)C)C.F[P-](F)(F)(F)(F)F.CCN(C(C)C)C(C)C. The catalyst is CN(C=O)C. The product is [C:1]([N:4]1[C:13]2[C:8](=[CH:9][C:10]([C:14]3[CH:22]=[CH:21][C:17]([C:18]([N:32]4[CH2:37][CH2:36][O:35][CH2:34][CH2:33]4)=[O:20])=[CH:16][N:15]=3)=[CH:11][CH:12]=2)[C@H:7]([NH:23][C:24](=[O:25])[O:26][C:27]([CH3:30])([CH3:28])[CH3:29])[CH2:6][C@@H:5]1[CH3:31])(=[O:3])[CH3:2]. The yield is 0.860. (7) The reactants are Br[C:2]1[CH:8]=[C:7]([N+:9]([O-:11])=[O:10])[CH:6]=[CH:5][C:3]=1[NH2:4].[C:12]([CH:14]1[CH2:16][CH2:15]1)#[CH:13]. The catalyst is C(N(CC)CC)C.[Cu]I.Cl[Pd](Cl)([P](C1C=CC=CC=1)(C1C=CC=CC=1)C1C=CC=CC=1)[P](C1C=CC=CC=1)(C1C=CC=CC=1)C1C=CC=CC=1. The product is [CH:14]1([C:12]#[C:13][C:2]2[CH:8]=[C:7]([N+:9]([O-:11])=[O:10])[CH:6]=[CH:5][C:3]=2[NH2:4])[CH2:16][CH2:15]1. The yield is 0.230. (8) The product is [CH2:8]([C:6]1[CH:7]=[C:2]([N:31]2[CH2:30][C@@H:27]3[C@@H:26]([N:25]([CH:23]([C:17]4[CH:22]=[CH:21][CH:20]=[CH:19][CH:18]=4)[CH3:24])[CH2:29][CH2:28]3)[CH2:32]2)[N:3]=[C:4]([NH2:10])[N:5]=1)[CH3:9]. The catalyst is CCO. The reactants are Cl[C:2]1[CH:7]=[C:6]([CH2:8][CH3:9])[N:5]=[C:4]([NH2:10])[N:3]=1.N1C=CC=CC=1.[C:17]1([CH:23]([N:25]2[CH2:29][CH2:28][CH:27]3[CH2:30][NH:31][CH2:32][CH:26]23)[CH3:24])[CH:22]=[CH:21][CH:20]=[CH:19][CH:18]=1. The yield is 0.280.